Dataset: Full USPTO retrosynthesis dataset with 1.9M reactions from patents (1976-2016). Task: Predict the reactants needed to synthesize the given product. (1) Given the product [CH:1]1[C:14]2[C:5](=[CH:6][C:7]3[C:12]([C:13]=2[C:15]([Cl:19])=[O:17])=[CH:11][CH:10]=[CH:9][CH:8]=3)[CH:4]=[CH:3][CH:2]=1, predict the reactants needed to synthesize it. The reactants are: [CH:1]1[C:14]2[C:5](=[CH:6][C:7]3[C:12]([C:13]=2[C:15]([OH:17])=O)=[CH:11][CH:10]=[CH:9][CH:8]=3)[CH:4]=[CH:3][CH:2]=1.C(Cl)(Cl)[Cl:19]. (2) Given the product [ClH:1].[ClH:1].[CH2:4]([N:11]1[CH2:16][CH2:15][CH:14]([NH:17][C:18]2[N:23]=[CH:22][C:21](/[CH:24]=[CH:25]/[C:26]([NH:28][OH:29])=[O:27])=[CH:20][CH:19]=2)[CH2:13][CH2:12]1)[C:5]1[CH:6]=[CH:7][CH:8]=[CH:9][CH:10]=1, predict the reactants needed to synthesize it. The reactants are: [ClH:1].CO.[CH2:4]([N:11]1[CH2:16][CH2:15][CH:14]([NH:17][C:18]2[N:23]=[CH:22][C:21](/[CH:24]=[CH:25]/[C:26]([NH:28][O:29]C3CCCCO3)=[O:27])=[CH:20][CH:19]=2)[CH2:13][CH2:12]1)[C:5]1[CH:10]=[CH:9][CH:8]=[CH:7][CH:6]=1. (3) Given the product [CH:12]12[C:10](=[O:11])[O:9][C:7](=[O:8])[C:5]3=[C:4]1[C:3](=[CH:2][CH:1]=[CH:6]3)[CH2:15][CH2:14][CH2:13]2, predict the reactants needed to synthesize it. The reactants are: [CH:1]1[CH:6]=[C:5]2[C:7]([O:9][C:10]([C:12]3=[CH:13][CH:14]=[CH:15][C:3](=[C:4]23)[CH:2]=1)=[O:11])=[O:8].[H][H]. (4) Given the product [F:1][C:2]1[CH:3]=[C:4]2[C:8](=[CH:9][CH:10]=1)[N:7]([CH3:14])[CH:6]=[CH:5]2, predict the reactants needed to synthesize it. The reactants are: [F:1][C:2]1[CH:3]=[C:4]2[C:8](=[CH:9][CH:10]=1)[NH:7][CH:6]=[CH:5]2.[H-].[Na+].I[CH3:14]. (5) Given the product [CH2:1]([O:8][NH:9][C:10]([C@H:12]1[C@H:17]2[O:18][C:19]([CH3:22])([CH3:21])[O:20][C@@H:16]2[C@H:15]([OH:23])[CH2:14][N:13]1[S:27]([C:30]1[CH:31]=[CH:32][C:33]([O:36][CH3:37])=[CH:34][CH:35]=1)(=[O:29])=[O:28])=[O:11])[C:2]1[CH:3]=[CH:4][CH:5]=[CH:6][CH:7]=1, predict the reactants needed to synthesize it. The reactants are: [CH2:1]([O:8][NH:9][C:10]([C@H:12]1[C@H:17]2[O:18][C:19]([CH3:22])([CH3:21])[O:20][C@@H:16]2[C@H:15]([O:23]C(=O)C)[CH2:14][N:13]1[S:27]([C:30]1[CH:35]=[CH:34][C:33]([O:36][CH3:37])=[CH:32][CH:31]=1)(=[O:29])=[O:28])=[O:11])[C:2]1[CH:7]=[CH:6][CH:5]=[CH:4][CH:3]=1.C[O-].[Na+].